This data is from Catalyst prediction with 721,799 reactions and 888 catalyst types from USPTO. The task is: Predict which catalyst facilitates the given reaction. (1) Reactant: [OH-].[Li+].[CH:3]([O:6][C:7]1[CH:16]=[CH:15][C:10]([C:11]([O:13]C)=[O:12])=[CH:9][C:8]=1[CH3:17])([CH3:5])[CH3:4]. Product: [CH:3]([O:6][C:7]1[CH:16]=[CH:15][C:10]([C:11]([OH:13])=[O:12])=[CH:9][C:8]=1[CH3:17])([CH3:5])[CH3:4]. The catalyst class is: 30. (2) Product: [F:19][C:16]([F:17])([F:18])[C:14]1[CH:13]=[C:12]([C@H:20]2[O:24][C:23](=[O:25])[N:22]([CH2:26][C:27]3[C:32]([C:33]4[C:34]([O:54][CH3:55])=[N:35][CH:36]=[C:37]([C:39]5[C:40]([CH3:53])=[CH:41][C:42]([C:43]([OH:45])=[O:44])=[CH:50][C:51]=5[CH3:52])[CH:38]=4)=[CH:31][CH:30]=[C:29]([N:56]4[CH2:61][CH2:60][O:59][CH2:58][CH2:57]4)[N:28]=3)[C@H:21]2[CH3:62])[CH:11]=[C:10]([C:9]([F:64])([F:63])[F:8])[CH:15]=1. The catalyst class is: 2. Reactant: C(O)(C(F)(F)F)=O.[F:8][C:9]([F:64])([F:63])[C:10]1[CH:11]=[C:12]([C@H:20]2[O:24][C:23](=[O:25])[N:22]([CH2:26][C:27]3[C:32]([C:33]4[C:34]([O:54][CH3:55])=[N:35][CH:36]=[C:37]([C:39]5[C:51]([CH3:52])=[CH:50][C:42]([C:43]([O:45]C(C)(C)C)=[O:44])=[CH:41][C:40]=5[CH3:53])[CH:38]=4)=[CH:31][CH:30]=[C:29]([N:56]4[CH2:61][CH2:60][O:59][CH2:58][CH2:57]4)[N:28]=3)[C@H:21]2[CH3:62])[CH:13]=[C:14]([C:16]([F:19])([F:18])[F:17])[CH:15]=1. (3) Reactant: [CH3:1][O:2][C:3]([C:5]1[CH:6]=[N+:7]([CH3:15])[CH:8]=[C:9]([C:11]([O:13][CH3:14])=[O:12])[CH:10]=1)=[O:4].S(S([O-])=O)([O-])=O.[Na+].[Na+]. Product: [CH3:15][N:7]1[CH:8]=[C:9]([C:11]([O:13][CH3:14])=[O:12])[CH2:10][C:5]([C:3]([O:2][CH3:1])=[O:4])=[CH:6]1. The catalyst class is: 389. (4) Reactant: [O:1]=[C:2]1[CH:7]=[CH:6][C:5]([C:8]2[C:9]([C:30]3[CH:35]=[CH:34][CH:33]=[CH:32][CH:31]=3)=[N:10][N:11]3[CH:16]=[CH:15][C:14]([N:17]4[CH2:22][CH2:21][N:20](C(OC(C)(C)C)=O)[CH2:19][CH2:18]4)=[CH:13][C:12]=23)=[N:4][N:3]1[CH:36]([CH3:38])[CH3:37].O1CCOCC1.Cl.C(=O)([O-])O.[Na+]. Product: [N:17]1([C:14]2[CH:15]=[CH:16][N:11]3[N:10]=[C:9]([C:30]4[CH:31]=[CH:32][CH:33]=[CH:34][CH:35]=4)[C:8]([C:5]4[CH:6]=[CH:7][C:2](=[O:1])[N:3]([CH:36]([CH3:38])[CH3:37])[N:4]=4)=[C:12]3[CH:13]=2)[CH2:18][CH2:19][NH:20][CH2:21][CH2:22]1. The catalyst class is: 2. (5) Reactant: [CH3:1][O:2][CH2:3][C@H:4]1[CH2:9][CH2:8][C@H:7]([O:10][C:11]2[CH:18]=[CH:17][CH:16]=[C:15]([N+:19]([O-])=O)[C:12]=2[C:13]#[N:14])[CH2:6][CH2:5]1. Product: [NH2:19][C:15]1[CH:16]=[CH:17][CH:18]=[C:11]([O:10][C@H:7]2[CH2:8][CH2:9][C@H:4]([CH2:3][O:2][CH3:1])[CH2:5][CH2:6]2)[C:12]=1[C:13]#[N:14]. The catalyst class is: 50. (6) Reactant: [CH3:1][C:2]12[CH2:8][CH:5]([CH2:6][CH2:7]1)[C:4]([CH3:10])([CH3:9])[CH:3]2[NH:11][CH2:12][C:13]([N:15]([CH:22]1[CH2:27][CH2:26][CH2:25][CH2:24][CH2:23]1)[C:16]1[CH:21]=[CH:20][CH:19]=[CH:18][CH:17]=1)=O.COC1C=CC(P2(SP(C3C=CC(OC)=CC=3)(=S)S2)=[S:37])=CC=1. Product: [CH3:1][C:2]12[CH2:8][CH:5]([CH2:6][CH2:7]1)[C:4]([CH3:10])([CH3:9])[CH:3]2[NH:11][CH2:12][C:13]([N:15]([CH:22]1[CH2:27][CH2:26][CH2:25][CH2:24][CH2:23]1)[C:16]1[CH:21]=[CH:20][CH:19]=[CH:18][CH:17]=1)=[S:37]. The catalyst class is: 159. (7) Reactant: Br[CH2:2][C:3]([C:5]1[CH:10]=[CH:9][C:8]([OH:11])=[C:7]([CH3:12])[CH:6]=1)=O.CC[N:15]([CH2:18]C)CC.[C:20]1([C:26](Cl)([C:33]2[CH:38]=[CH:37][CH:36]=[CH:35][CH:34]=2)[C:27]2[CH:32]=[CH:31][CH:30]=[CH:29][CH:28]=2)[CH:25]=[CH:24][CH:23]=[CH:22][CH:21]=1.Cl.C([NH2:43])=O. Product: [CH3:12][C:7]1[CH:6]=[C:5]([C:3]2[N:43]=[CH:18][N:15]([C:26]([C:33]3[CH:38]=[CH:37][CH:36]=[CH:35][CH:34]=3)([C:27]3[CH:32]=[CH:31][CH:30]=[CH:29][CH:28]=3)[C:20]3[CH:25]=[CH:24][CH:23]=[CH:22][CH:21]=3)[CH:2]=2)[CH:10]=[CH:9][C:8]=1[OH:11]. The catalyst class is: 31. (8) Reactant: [CH3:1][O:2][C:3]1[CH:4]=[C:5]([CH:9]=[CH:10][C:11]=1[C:12]([CH3:15])([CH3:14])[CH3:13])[C:6](Cl)=[O:7].[CH2:16]([C@@:20]1([C:36]([O:38]C(C)(C)C)=[O:37])[CH2:24][C@H:23]([C:25]2[N:29]=[C:28]([CH3:30])[S:27][N:26]=2)[C@H:22]([C:31]2[S:32][CH:33]=[CH:34][N:35]=2)[NH:21]1)[CH:17]([CH3:19])[CH3:18].C(N(CC)CC)C. Product: [CH2:16]([C@@:20]1([C:36]([OH:38])=[O:37])[CH2:24][C@H:23]([C:25]2[N:29]=[C:28]([CH3:30])[S:27][N:26]=2)[C@H:22]([C:31]2[S:32][CH:33]=[CH:34][N:35]=2)[N:21]1[C:6](=[O:7])[C:5]1[CH:9]=[CH:10][C:11]([C:12]([CH3:15])([CH3:14])[CH3:13])=[C:3]([O:2][CH3:1])[CH:4]=1)[CH:17]([CH3:19])[CH3:18]. The catalyst class is: 4.